From a dataset of Forward reaction prediction with 1.9M reactions from USPTO patents (1976-2016). Predict the product of the given reaction. (1) Given the reactants Br.[NH:2]=[C:3]1[N:7]([CH2:8][C:9]#[CH:10])[C:6]2[CH:11]=[CH:12][C:13]([O:15][C:16]([F:19])([F:18])[F:17])=[CH:14][C:5]=2[S:4]1.[CH2:20](N)[C:21]#[CH:22].CC1C=CC(S(O)(=O)=O)=CC=1, predict the reaction product. The product is: [CH2:22]([N:2]=[C:3]1[N:7]([CH2:8][C:9]#[CH:10])[C:6]2[CH:11]=[CH:12][C:13]([O:15][C:16]([F:19])([F:17])[F:18])=[CH:14][C:5]=2[S:4]1)[C:21]#[CH:20]. (2) Given the reactants [CH2:1]([N:5]([CH2:18][CH2:19][C@H:20]([NH:42][C:43]([O:45][C:46]([CH3:49])([CH3:48])[CH3:47])=[O:44])[C:21]([N:23]1[CH2:27][C@H:26]([OH:28])[CH2:25][C@H:24]1[C:29]([NH:31][C@:32]1([C:37]([O:39][CH2:40][CH3:41])=[O:38])[CH2:34][C@H:33]1[CH:35]=[CH2:36])=[O:30])=[O:22])[S:6]([C:9]1[CH:14]=[CH:13][CH:12]=[CH:11][C:10]=1[N+:15]([O-:17])=[O:16])(=[O:8])=[O:7])[CH2:2][CH:3]=[CH2:4].N1([C:55]([N:57]2[CH:61]=[CH:60]N=[CH:58]2)=[O:56])C=CN=C1.C(N(C(C)C)C(C)C)C.Cl.[F:72][C:73]1C=[CH:80][CH:79]=[C:78]2[C:74]=1CNC2, predict the reaction product. The product is: [F:72][C:73]1[CH:74]=[CH:78][CH:79]=[C:80]2[C:60]=1[CH2:61][N:57]([C:55]([O:28][C@@H:26]1[CH2:25][C@@H:24]([C:29](=[O:30])[NH:31][C@:32]3([C:37]([O:39][CH2:40][CH3:41])=[O:38])[CH2:34][C@H:33]3[CH:35]=[CH2:36])[N:23]([C:21](=[O:22])[C@@H:20]([NH:42][C:43]([O:45][C:46]([CH3:48])([CH3:47])[CH3:49])=[O:44])[CH2:19][CH2:18][N:5]([CH2:1][CH2:2][CH:3]=[CH2:4])[S:6]([C:9]3[CH:14]=[CH:13][CH:12]=[CH:11][C:10]=3[N+:15]([O-:17])=[O:16])(=[O:8])=[O:7])[CH2:27]1)=[O:56])[CH2:58]2.